This data is from Full USPTO retrosynthesis dataset with 1.9M reactions from patents (1976-2016). The task is: Predict the reactants needed to synthesize the given product. (1) Given the product [CH3:1][C:2]1[C:7](=[O:8])[C:6]([CH3:9])=[C:5]([CH3:10])[C:4](=[O:11])[C:3]=1[CH2:12][C:13]1[CH:18]=[CH:17][C:16]([CH2:19][CH2:20][C:21]([N:24]2[CH2:29][CH2:28][CH2:27][CH2:26][CH2:25]2)=[O:22])=[CH:15][CH:14]=1, predict the reactants needed to synthesize it. The reactants are: [CH3:1][C:2]1[C:7](=[O:8])[C:6]([CH3:9])=[C:5]([CH3:10])[C:4](=[O:11])[C:3]=1[CH2:12][C:13]1[CH:18]=[CH:17][C:16]([CH2:19][CH2:20][C:21](O)=[O:22])=[CH:15][CH:14]=1.[NH:24]1[CH2:29][CH2:28][CH2:27][CH2:26][CH2:25]1. (2) Given the product [CH2:6]([O:8][C:9]([C:11]1[N:12]([CH3:28])[C:13]([CH2:26][CH3:27])=[C:14]([C:24]#[N:25])[C:15]=1[C:16]1[CH:21]=[CH:20][C:19]([C:22]([OH:1])=[O:23])=[CH:18][CH:17]=1)=[O:10])[CH3:7], predict the reactants needed to synthesize it. The reactants are: [OH:1]O.[Se](=O)=O.[CH2:6]([O:8][C:9]([C:11]1[N:12]([CH3:28])[C:13]([CH2:26][CH3:27])=[C:14]([C:24]#[N:25])[C:15]=1[C:16]1[CH:21]=[CH:20][C:19]([CH:22]=[O:23])=[CH:18][CH:17]=1)=[O:10])[CH3:7].Cl. (3) Given the product [C:29]1([C:2]2[C:10]3[C:5](=[N:6][CH:7]=[N:8][C:9]=3[NH2:11])[N:4]([CH:12]([C:14]3[CH:15]=[C:16]4[N:21]([C:22]=3[C:23]3[CH:28]=[CH:27][CH:26]=[CH:25][N:24]=3)[CH:20]=[CH:19][CH:18]=[CH:17]4)[CH3:13])[N:3]=2)[CH:34]=[CH:33][CH:32]=[CH:31][CH:30]=1, predict the reactants needed to synthesize it. The reactants are: I[C:2]1[C:10]2[C:5](=[N:6][CH:7]=[N:8][C:9]=2[NH2:11])[N:4]([CH:12]([C:14]2[CH:15]=[C:16]3[N:21]([C:22]=2[C:23]2[CH:28]=[CH:27][CH:26]=[CH:25][N:24]=2)[CH:20]=[CH:19][CH:18]=[CH:17]3)[CH3:13])[N:3]=1.[C:29]1(B(O)O)[CH:34]=[CH:33][CH:32]=[CH:31][CH:30]=1.